From a dataset of Full USPTO retrosynthesis dataset with 1.9M reactions from patents (1976-2016). Predict the reactants needed to synthesize the given product. (1) The reactants are: Cl.C[O:3][C:4](=[O:38])[C:5]1[CH:10]=[CH:9][C:8]([O:11][C:12]2[CH:17]=[CH:16][C:15]([CH2:18][C@H:19]([NH2:37])[C:20]3[N:21]([CH2:33][CH2:34][CH2:35][CH3:36])[CH:22]=[C:23]([C:25]4[CH:30]=[CH:29][C:28]([Cl:31])=[CH:27][C:26]=4[Cl:32])[N:24]=3)=[CH:14][CH:13]=2)=[CH:7][CH:6]=1.[F:39][C:40]1[CH:41]=[C:42]([CH2:48][C:49](O)=[O:50])[CH:43]=[CH:44][C:45]=1[O:46][CH3:47]. Given the product [CH2:33]([N:21]1[CH:22]=[C:23]([C:25]2[CH:30]=[CH:29][C:28]([Cl:31])=[CH:27][C:26]=2[Cl:32])[N:24]=[C:20]1[C@@H:19]([NH:37][C:49](=[O:50])[CH2:48][C:42]1[CH:43]=[CH:44][C:45]([O:46][CH3:47])=[C:40]([F:39])[CH:41]=1)[CH2:18][C:15]1[CH:14]=[CH:13][C:12]([O:11][C:8]2[CH:9]=[CH:10][C:5]([C:4]([OH:3])=[O:38])=[CH:6][CH:7]=2)=[CH:17][CH:16]=1)[CH2:34][CH2:35][CH3:36], predict the reactants needed to synthesize it. (2) Given the product [CH2:28]([N:27]1[C:23]([C:12]2[C:13]([OH:15])=[CH:14][C:9]([OH:8])=[C:10]([C:32]3[CH:37]=[CH:36][CH:35]=[C:34]([C:38]([N:49]4[CH2:50][CH2:51][CH:46]([N:41]5[CH2:45][CH2:44][CH2:43][CH2:42]5)[CH2:47][CH2:48]4)=[O:39])[CH:33]=3)[CH:11]=2)=[N:24][N:25]=[N:26]1)[CH2:29][CH2:30][CH3:31], predict the reactants needed to synthesize it. The reactants are: C([O:8][C:9]1[CH:14]=[C:13]([O:15]CC2C=CC=CC=2)[C:12]([C:23]2[N:27]([CH2:28][CH2:29][CH2:30][CH3:31])[N:26]=[N:25][N:24]=2)=[CH:11][C:10]=1[C:32]1[CH:37]=[CH:36][CH:35]=[C:34]([C:38](O)=[O:39])[CH:33]=1)C1C=CC=CC=1.[N:41]1([CH:46]2[CH2:51][CH2:50][NH:49][CH2:48][CH2:47]2)[CH2:45][CH2:44][CH2:43][CH2:42]1. (3) The reactants are: I[C:2]1[C:10]2[C:5](=[N:6][CH:7]=[N:8][C:9]=2[NH2:11])[N:4]([CH:12]([C:14]2[CH:15]=[C:16]3[N:21]([C:22]=2[C:23]2[CH:28]=[CH:27][CH:26]=[CH:25][N:24]=2)[CH:20]=[CH:19][CH:18]=[CH:17]3)[CH3:13])[N:3]=1.[S:29]([C:33]1[CH:34]=[C:35](B(O)O)[CH:36]=[CH:37][CH:38]=1)(=[O:32])(=[O:31])[NH2:30].CCO.C([O-])([O-])=O.[Na+].[Na+]. Given the product [NH2:11][C:9]1[N:8]=[CH:7][N:6]=[C:5]2[N:4]([CH:12]([C:14]3[CH:15]=[C:16]4[N:21]([C:22]=3[C:23]3[CH:28]=[CH:27][CH:26]=[CH:25][N:24]=3)[CH:20]=[CH:19][CH:18]=[CH:17]4)[CH3:13])[N:3]=[C:2]([C:37]3[CH:38]=[C:33]([S:29]([NH2:30])(=[O:32])=[O:31])[CH:34]=[CH:35][CH:36]=3)[C:10]=12, predict the reactants needed to synthesize it. (4) Given the product [Cl:24][C:25]([Cl:32])([Cl:31])[CH2:26][CH2:27][C:28]([NH:1][C:2]1[CH:7]=[CH:6][CH:5]=[C:4]([C:8]2[N:13]3[N:14]=[CH:15][C:16]([C:17]([C:19]4[S:20][CH:21]=[CH:22][CH:23]=4)=[O:18])=[C:12]3[N:11]=[CH:10][CH:9]=2)[CH:3]=1)=[O:29], predict the reactants needed to synthesize it. The reactants are: [NH2:1][C:2]1[CH:3]=[C:4]([C:8]2[N:13]3[N:14]=[CH:15][C:16]([C:17]([C:19]4[S:20][CH:21]=[CH:22][CH:23]=4)=[O:18])=[C:12]3[N:11]=[CH:10][CH:9]=2)[CH:5]=[CH:6][CH:7]=1.[Cl:24][C:25]([Cl:32])([Cl:31])[CH2:26][CH2:27][C:28](Cl)=[O:29]. (5) Given the product [Br:1][C:2]1[C:7]([O:8][CH2:9][CH3:14])=[CH:6][CH:5]=[C:4]([N+:10]([O-:12])=[O:11])[N:3]=1, predict the reactants needed to synthesize it. The reactants are: [Br:1][C:2]1[C:7]([O:8][CH3:9])=[CH:6][CH:5]=[C:4]([N+:10]([O-:12])=[O:11])[N:3]=1.Br[C:14]1C(OCC)=CC=CN=1.